From a dataset of NCI-60 drug combinations with 297,098 pairs across 59 cell lines. Regression. Given two drug SMILES strings and cell line genomic features, predict the synergy score measuring deviation from expected non-interaction effect. (1) Drug 1: C1CCN(CC1)CCOC2=CC=C(C=C2)C(=O)C3=C(SC4=C3C=CC(=C4)O)C5=CC=C(C=C5)O. Drug 2: C1C(C(OC1N2C=C(C(=O)NC2=O)F)CO)O. Cell line: HS 578T. Synergy scores: CSS=11.6, Synergy_ZIP=4.69, Synergy_Bliss=9.60, Synergy_Loewe=-7.32, Synergy_HSA=1.87. (2) Drug 1: CN1C2=C(C=C(C=C2)N(CCCl)CCCl)N=C1CCCC(=O)O.Cl. Drug 2: CCN(CC)CCCC(C)NC1=C2C=C(C=CC2=NC3=C1C=CC(=C3)Cl)OC. Cell line: MCF7. Synergy scores: CSS=8.19, Synergy_ZIP=-6.48, Synergy_Bliss=-0.407, Synergy_Loewe=-1.15, Synergy_HSA=-0.368. (3) Drug 1: CC1CCC2CC(C(=CC=CC=CC(CC(C(=O)C(C(C(=CC(C(=O)CC(OC(=O)C3CCCCN3C(=O)C(=O)C1(O2)O)C(C)CC4CCC(C(C4)OC)O)C)C)O)OC)C)C)C)OC. Drug 2: CC12CCC3C(C1CCC2OP(=O)(O)O)CCC4=C3C=CC(=C4)OC(=O)N(CCCl)CCCl.[Na+]. Cell line: SK-OV-3. Synergy scores: CSS=17.8, Synergy_ZIP=8.49, Synergy_Bliss=10.2, Synergy_Loewe=1.07, Synergy_HSA=6.32. (4) Drug 1: C1=C(C(=O)NC(=O)N1)N(CCCl)CCCl. Drug 2: C1=CC(=CC=C1CC(C(=O)O)N)N(CCCl)CCCl.Cl. Cell line: HL-60(TB). Synergy scores: CSS=88.3, Synergy_ZIP=8.91, Synergy_Bliss=8.22, Synergy_Loewe=3.98, Synergy_HSA=8.53. (5) Drug 1: C1CC(=O)NC(=O)C1N2CC3=C(C2=O)C=CC=C3N. Drug 2: C1CN(CCN1C(=O)CCBr)C(=O)CCBr. Cell line: A498. Synergy scores: CSS=9.68, Synergy_ZIP=-1.87, Synergy_Bliss=1.38, Synergy_Loewe=1.28, Synergy_HSA=1.14.